Dataset: Full USPTO retrosynthesis dataset with 1.9M reactions from patents (1976-2016). Task: Predict the reactants needed to synthesize the given product. (1) Given the product [Cl:20][C:16]1[C:17]([Cl:19])=[N:18][C:10]([O:6][CH2:5][CH2:4][O:3][C:2]([F:8])([F:7])[F:1])=[C:11]([CH:15]=1)[C:12]([NH2:14])=[O:13], predict the reactants needed to synthesize it. The reactants are: [F:1][C:2]([F:8])([F:7])[O:3][CH2:4][CH2:5][OH:6].Cl[C:10]1[N:18]=[C:17]([Cl:19])[C:16]([Cl:20])=[CH:15][C:11]=1[C:12]([NH2:14])=[O:13].C(O[K])(C)(C)C.O. (2) Given the product [CH3:11][C:10]1[NH:20][C:4]2[CH2:5][CH2:6][CH2:7][CH:2]([CH3:1])[C:3]=2[N:14]=1, predict the reactants needed to synthesize it. The reactants are: [CH3:1][CH:2]1[CH2:7][CH2:6][CH2:5][C:4](=O)[C:3]1=O.[C:10]([O-])(=O)[CH3:11].[NH4+:14].C(=O)C.[Cl-].[Na+].[NH3:20]. (3) Given the product [F:40][C@H:35]1[C@@H:34]([O:33][C:3]2[CH:2]=[CH:9][C:8]([C:10]3[N:15]=[C:14]([NH:16][C:17]4[CH:18]=[CH:19][C:20]([N:23]5[CH2:28][CH2:27][N:26]([CH:29]6[CH2:32][O:31][CH2:30]6)[CH2:25][CH2:24]5)=[CH:21][CH:22]=4)[N:13]=[CH:12][N:11]=3)=[CH:7][C:4]=2[C:5]#[N:6])[CH2:39][CH2:38][N:37]([C:71]([C:68]2[NH:69][CH:70]=[C:66]([CH3:65])[N:67]=2)=[O:72])[CH2:36]1, predict the reactants needed to synthesize it. The reactants are: F[C:2]1[C:3]([O:33][C@H:34]2[CH2:39][CH2:38][NH:37][CH2:36][C@H:35]2[F:40])=[C:4]([CH:7]=[C:8]([C:10]2[N:15]=[C:14]([NH:16][C:17]3[CH:22]=[CH:21][C:20]([N:23]4[CH2:28][CH2:27][N:26]([CH:29]5[CH2:32][O:31][CH2:30]5)[CH2:25][CH2:24]4)=[CH:19][CH:18]=3)[N:13]=[CH:12][N:11]=2)[CH:9]=1)[C:5]#[N:6].CN(C(ON1N=NC2C=CC=NC1=2)=[N+](C)C)C.F[P-](F)(F)(F)(F)F.[CH3:65][C:66]1[N:67]=[C:68]([C:71](O)=[O:72])[NH:69][CH:70]=1. (4) Given the product [Br:21][C:22]1[CH:30]=[C:29]([CH3:31])[C:28]2[C:24](=[CH:25][N:26]([C:8]([CH3:9])([CH3:10])[CH3:11])[N:27]=2)[CH:23]=1, predict the reactants needed to synthesize it. The reactants are: C1(C)C=CC=CC=1.[C:8](OC(=O)C)([CH3:11])([CH3:10])[CH3:9].CS(O)(=O)=O.[Br:21][C:22]1[CH:23]=[C:24]2[C:28](=[C:29]([CH3:31])[CH:30]=1)[NH:27][N:26]=[CH:25]2. (5) Given the product [F:8][C:4]1[CH:5]=[CH:6][CH:7]=[C:2]([F:1])[C:3]=1[C:9]1[CH:10]=[C:11]2[C:15](=[CH:16][CH:17]=1)[NH:14][CH:13]=[C:12]2[C:18]1[CH:23]=[C:22]([O:24][CH3:25])[N:21]=[C:20]([N:26]2[CH2:31][CH2:30][CH:29]([NH2:32])[CH2:28][CH2:27]2)[N:19]=1, predict the reactants needed to synthesize it. The reactants are: [F:1][C:2]1[CH:7]=[CH:6][CH:5]=[C:4]([F:8])[C:3]=1[C:9]1[CH:10]=[C:11]2[C:15](=[CH:16][CH:17]=1)[NH:14][CH:13]=[C:12]2[C:18]1[CH:23]=[C:22]([O:24][CH3:25])[N:21]=[C:20]([N:26]2[CH2:31][CH2:30][CH:29]([NH:32]C(=O)OC(C)(C)C)[CH2:28][CH2:27]2)[N:19]=1.Cl. (6) Given the product [NH:20]1[CH:21]=[CH:22][N:18]=[C:19]1[NH:23][C:24]([C:26]1[C:34]2[N:33]=[C:32]([NH:35][C:15]([C:7]3[N:6]=[C:5]([CH2:4][CH2:3][S:2][CH3:1])[C:14]4[C:9]([CH:8]=3)=[CH:10][CH:11]=[CH:12][CH:13]=4)=[O:17])[NH:31][C:30]=2[CH:29]=[CH:28][CH:27]=1)=[O:25], predict the reactants needed to synthesize it. The reactants are: [CH3:1][S:2][CH2:3][CH2:4][C:5]1[C:14]2[C:9](=[CH:10][CH:11]=[CH:12][CH:13]=2)[CH:8]=[C:7]([C:15]([OH:17])=O)[N:6]=1.[NH:18]1[CH:22]=[CH:21][N:20]=[C:19]1[NH:23][C:24]([C:26]1[C:34]2[NH:33][C:32]([NH2:35])=[N:31][C:30]=2[CH:29]=[CH:28][CH:27]=1)=[O:25].CN(C(ON1N=NC2C=CC=CC1=2)=[N+](C)C)C.F[P-](F)(F)(F)(F)F.CCN(C(C)C)C(C)C. (7) Given the product [C:1]([O:5][C:6]([N:8]([C:23]([O:25][C:26]([CH3:29])([CH3:28])[CH3:27])=[O:24])[C:9]1[O:17][C:16]2[C:11](=[N:12][CH:13]=[C:14]([C:34]3[CH:35]=[N:30][CH:31]=[N:32][CH:33]=3)[CH:15]=2)[C:10]=1[C:19]([O:21][CH3:22])=[O:20])=[O:7])([CH3:4])([CH3:3])[CH3:2], predict the reactants needed to synthesize it. The reactants are: [C:1]([O:5][C:6]([N:8]([C:23]([O:25][C:26]([CH3:29])([CH3:28])[CH3:27])=[O:24])[C:9]1[O:17][C:16]2[C:11](=[N:12][CH:13]=[C:14](Br)[CH:15]=2)[C:10]=1[C:19]([O:21][CH3:22])=[O:20])=[O:7])([CH3:4])([CH3:3])[CH3:2].[N:30]1[CH:35]=[C:34](B(O)O)[CH:33]=[N:32][CH:31]=1.[O-]P([O-])([O-])=O.[K+].[K+].[K+].